Task: Predict the reactants needed to synthesize the given product.. Dataset: Full USPTO retrosynthesis dataset with 1.9M reactions from patents (1976-2016) (1) Given the product [Br:11][C:9]1[C:2]([F:1])=[CH:3][C:4]([OH:10])=[C:5]([CH:8]=1)[CH:6]=[O:7], predict the reactants needed to synthesize it. The reactants are: [F:1][C:2]1[CH:9]=[CH:8][C:5]([CH:6]=[O:7])=[C:4]([OH:10])[CH:3]=1.[Br:11]Br.[O-]S([O-])=O.[Na+].[Na+]. (2) Given the product [ClH:22].[F:21][C:15]1[CH:16]=[CH:17][CH:18]=[C:19]([CH3:20])[C:14]=1[CH:11]1[CH2:10][CH2:9][NH:8][CH2:13][CH2:12]1, predict the reactants needed to synthesize it. The reactants are: C(OC([N:8]1[CH2:13][CH2:12][CH:11]([C:14]2[C:19]([CH3:20])=[CH:18][CH:17]=[CH:16][C:15]=2[F:21])[CH2:10][CH2:9]1)=O)(C)(C)C.[ClH:22].CCOCC. (3) The reactants are: [F:1][C:2]([F:14])([F:13])[C:3]([C:5]1[CH:10]=[CH:9][C:8](F)=[CH:7][C:6]=1F)=[O:4].[Cl:15][C:16]1[CH:17]=[C:18]([CH:23]([NH2:25])[CH3:24])[CH:19]=[C:20]([Cl:22])[CH:21]=1.[CH:26]([N:29](CC)[CH:30]([CH3:32])C)([CH3:28])C.C(#[N:37])C. Given the product [ClH:15].[Cl:15][C:16]1[CH:17]=[C:18]([CH:23]([NH:25][C:6]2[CH:7]=[C:8]([N:37]3[CH2:32][CH2:30][NH:29][CH2:26][CH2:28]3)[CH:9]=[CH:10][C:5]=2[C:3](=[O:4])[C:2]([F:14])([F:13])[F:1])[CH3:24])[CH:19]=[C:20]([Cl:22])[CH:21]=1, predict the reactants needed to synthesize it. (4) Given the product [CH3:16][C@@H:17]1[CH2:22][CH2:21][CH2:20][N:19]([C:7]([C:6]2[CH:10]=[C:2]([CH3:1])[CH:3]=[CH:4][C:5]=2[N:11]2[CH:15]=[CH:14][N:13]=[N:12]2)=[O:9])[C@@H:18]1[CH2:23][NH:24][C:25]1[CH:30]=[CH:29][C:28]([C:31]([F:34])([F:32])[F:33])=[CH:27][N:26]=1, predict the reactants needed to synthesize it. The reactants are: [CH3:1][C:2]1[CH:3]=[CH:4][C:5]([N:11]2[CH:15]=[CH:14][N:13]=[N:12]2)=[C:6]([CH:10]=1)[C:7]([OH:9])=O.[CH3:16][C@@H:17]1[CH2:22][CH2:21][CH2:20][NH:19][C@@H:18]1[CH2:23][NH:24][C:25]1[CH:30]=[CH:29][C:28]([C:31]([F:34])([F:33])[F:32])=[CH:27][N:26]=1. (5) Given the product [NH2:26][C:24]1[CH:23]=[CH:22][C:20]2[S:21][C:12]3[C:13](=[N:14][CH:15]=[C:16]([C:17]#[N:18])[C:11]=3[NH:10][C:5]3[CH:6]=[C:7]([O:8][CH3:9])[C:2]([Cl:1])=[CH:3][C:4]=3[CH3:29])[C:19]=2[CH:25]=1, predict the reactants needed to synthesize it. The reactants are: [Cl:1][C:2]1[C:7]([O:8][CH3:9])=[CH:6][C:5]([NH:10][C:11]2[C:16]([C:17]#[N:18])=[CH:15][N:14]=[C:13]3[C:19]4[CH:25]=[C:24]([N+:26]([O-])=O)[CH:23]=[CH:22][C:20]=4[S:21][C:12]=23)=[C:4]([CH3:29])[CH:3]=1.[Cl-].[NH4+]. (6) Given the product [CH3:15][O:14][C:4]1[CH:3]=[C:2]([CH:7]=[CH:6][C:5]=1[N:8]1[CH:12]=[N:11][C:10]([CH3:13])=[N:9]1)[C:37]#[N:38], predict the reactants needed to synthesize it. The reactants are: Br[C:2]1[CH:7]=[CH:6][C:5]([N:8]2[CH:12]=[N:11][C:10]([CH3:13])=[N:9]2)=[C:4]([O:14][CH3:15])[CH:3]=1.C(P(C(C)(C)C)C1C=CC=CC=1C1C=CC=CC=1)(C)(C)C.[CH3:37][N:38](C=O)C. (7) Given the product [Br:1][C:2]1[C:3]([O:4][C:5]2[CH:10]=[CH:9][N:8]=[C:7]([Cl:11])[CH:6]=2)=[CH:12][C:13]([F:19])=[C:14]([CH:15]=1)[NH2:16], predict the reactants needed to synthesize it. The reactants are: [Br:1][C:2]1[CH:15]=[C:14]([N+:16]([O-])=O)[C:13]([F:19])=[CH:12][C:3]=1[O:4][C:5]1[CH:10]=[CH:9][N:8]=[C:7]([Cl:11])[CH:6]=1.